From a dataset of Reaction yield outcomes from USPTO patents with 853,638 reactions. Predict the reaction yield, written as a fraction of the theoretical maximum amount of product (1.0 means a 100% yield; for example, 0.34 means a 34% yield). The reactants are S(=O)(=O)(O)O.[CH2:6]([N:13]1[CH2:19][CH2:18][CH2:17][CH:16](C(OCC)=O)[C:15](=[O:25])[CH2:14]1)[C:7]1[CH:12]=[CH:11][CH:10]=[CH:9][CH:8]=1.C(N1CCCCC(=O)C1C(OCC)=O)C1C=CC=CC=1.[OH-].[Na+]. The catalyst is C(O)C. The product is [CH2:6]([N:13]1[CH2:19][CH2:18][CH2:17][CH2:16][C:15](=[O:25])[CH2:14]1)[C:7]1[CH:8]=[CH:9][CH:10]=[CH:11][CH:12]=1. The yield is 0.530.